From a dataset of Reaction yield outcomes from USPTO patents with 853,638 reactions. Predict the reaction yield, written as a fraction of the theoretical maximum amount of product (1.0 means a 100% yield; for example, 0.34 means a 34% yield). (1) The catalyst is ClCCl. The product is [Cl:16][C:17]1[N:22]=[C:21]([NH:6][CH:1]2[CH2:5][CH2:4][CH2:3][CH2:2]2)[C:20]([N+:24]([O-:26])=[O:25])=[C:19]([CH3:27])[N:18]=1. The reactants are [CH:1]1([NH2:6])[CH2:5][CH2:4][CH2:3][CH2:2]1.C(N(CC)C(C)C)(C)C.[Cl:16][C:17]1[N:22]=[C:21](Cl)[C:20]([N+:24]([O-:26])=[O:25])=[C:19]([CH3:27])[N:18]=1. The yield is 0.848. (2) The reactants are C(OC([N:8]1[CH2:13][CH2:12][CH:11]([C:14]([OH:16])=O)[CH2:10][CH2:9]1)=O)(C)(C)C.[CH2:17]([NH:19][CH2:20][CH3:21])[CH3:18].C(N(CC)CC)C.C1C=NC2N(O)N=NC=2C=1.CCN=C=NCCCN(C)C. The catalyst is CN(C=O)C. The product is [CH2:17]([N:19]([CH2:20][CH3:21])[C:14]([CH:11]1[CH2:10][CH2:9][NH:8][CH2:13][CH2:12]1)=[O:16])[CH3:18]. The yield is 0.860. (3) The reactants are [NH2:1][CH2:2][CH2:3][SH:4].[F:5][C:6]([F:16])([F:15])[C:7](=[O:14])[CH:8]=[C:9](SC)SC. The catalyst is C(O)C. The product is [F:5][C:6]([F:16])([F:15])[C:7](=[O:14])[CH:8]=[C:9]1[NH:1][CH2:2][CH2:3][S:4]1. The yield is 0.810. (4) The reactants are [S:1]1[C:5]2[CH:6]=[CH:7][CH:8]=[CH:9][C:4]=2[N:3]=[C:2]1[CH:10]([C:13]1[CH:18]=[CH:17][N:16]=[C:15]([Cl:19])[N:14]=1)[C:11]#[N:12].[C:20]([O-])([O-])=O.[K+].[K+].CI.O. The catalyst is CS(C)=O. The product is [Cl:19][C:15]1[N:14]=[C:13]([C:10](=[C:2]2[N:3]([CH3:20])[C:4]3[CH:9]=[CH:8][CH:7]=[CH:6][C:5]=3[S:1]2)[C:11]#[N:12])[CH:18]=[CH:17][N:16]=1. The yield is 0.0500. (5) The reactants are [Cl:1][C:2]1[CH:3]=[CH:4][C:5]2[N:9]=[CH:8][N:7]([C:10]3[CH:15]=[CH:14][C:13]([N:16]([CH2:20][CH2:21][O:22]C4CCCCO4)C(=O)C)=[CH:12][CH:11]=3)[C:6]=2[CH:29]=1.Cl. The catalyst is CO. The product is [ClH:1].[Cl:1][C:2]1[CH:3]=[CH:4][C:5]2[N:9]=[CH:8][N:7]([C:10]3[CH:11]=[CH:12][C:13]([NH:16][CH2:20][CH2:21][OH:22])=[CH:14][CH:15]=3)[C:6]=2[CH:29]=1. The yield is 0.980. (6) The reactants are O=[C:2]([C:8]1[CH:13]=[CH:12][C:11]([S:14][C:15]([F:18])([F:17])[F:16])=[CH:10][CH:9]=1)[CH2:3][C:4](OC)=[O:5].[CH3:19][NH:20][NH2:21]. No catalyst specified. The product is [CH3:19][N:20]1[C:4](=[O:5])[CH2:3][C:2]([C:8]2[CH:13]=[CH:12][C:11]([S:14][C:15]([F:18])([F:17])[F:16])=[CH:10][CH:9]=2)=[N:21]1. The yield is 0.890. (7) The yield is 0.310. The catalyst is C1COCC1. The product is [CH2:1]([O:3][CH2:4][CH2:5][O:6][CH2:10][C:11]1[N:16]=[C:15]([CH2:17][N:18]2[C:22]3[N:23]=[C:24]([NH2:33])[N:25]=[C:26]([C:27]4[O:28][C:29]([CH3:32])=[CH:30][CH:31]=4)[C:21]=3[N:20]=[N:19]2)[CH:14]=[CH:13][CH:12]=1)[CH3:2]. The reactants are [CH2:1]([O:3][CH2:4][CH2:5][OH:6])[CH3:2].[H-].[Na+].Br[CH2:10][C:11]1[N:16]=[C:15]([CH2:17][N:18]2[C:22]3[N:23]=[C:24]([NH2:33])[N:25]=[C:26]([C:27]4[O:28][C:29]([CH3:32])=[CH:30][CH:31]=4)[C:21]=3[N:20]=[N:19]2)[CH:14]=[CH:13][CH:12]=1. (8) The reactants are [CH3:1][N:2]1[CH2:7][CH2:6][N:5]([C:8]2[CH:13]=[CH:12][C:11]([N+:14]([O-])=O)=[C:10]([C:17]3[C:21]([CH3:22])=[CH:20][S:19][CH:18]=3)[CH:9]=2)[CH2:4][CH2:3]1. The catalyst is [Pd]. The product is [CH3:1][N:2]1[CH2:7][CH2:6][N:5]([C:8]2[CH:13]=[CH:12][C:11]([NH2:14])=[C:10]([C:17]3[C:21]([CH3:22])=[CH:20][S:19][CH:18]=3)[CH:9]=2)[CH2:4][CH2:3]1. The yield is 0.890.